From a dataset of NCI-60 drug combinations with 297,098 pairs across 59 cell lines. Regression. Given two drug SMILES strings and cell line genomic features, predict the synergy score measuring deviation from expected non-interaction effect. (1) Drug 1: C1CCN(CC1)CCOC2=CC=C(C=C2)C(=O)C3=C(SC4=C3C=CC(=C4)O)C5=CC=C(C=C5)O. Drug 2: C1=CC(=CC=C1CC(C(=O)O)N)N(CCCl)CCCl.Cl. Cell line: UACC-257. Synergy scores: CSS=-2.94, Synergy_ZIP=2.85, Synergy_Bliss=5.94, Synergy_Loewe=-3.29, Synergy_HSA=-3.38. (2) Drug 1: COC1=C(C=C2C(=C1)N=CN=C2NC3=CC(=C(C=C3)F)Cl)OCCCN4CCOCC4. Drug 2: CC1=C(N=C(N=C1N)C(CC(=O)N)NCC(C(=O)N)N)C(=O)NC(C(C2=CN=CN2)OC3C(C(C(C(O3)CO)O)O)OC4C(C(C(C(O4)CO)O)OC(=O)N)O)C(=O)NC(C)C(C(C)C(=O)NC(C(C)O)C(=O)NCCC5=NC(=CS5)C6=NC(=CS6)C(=O)NCCC[S+](C)C)O. Cell line: NCI/ADR-RES. Synergy scores: CSS=26.1, Synergy_ZIP=-6.10, Synergy_Bliss=2.41, Synergy_Loewe=5.52, Synergy_HSA=6.33. (3) Drug 1: C1=CC(=C2C(=C1NCCNCCO)C(=O)C3=C(C=CC(=C3C2=O)O)O)NCCNCCO. Drug 2: CS(=O)(=O)CCNCC1=CC=C(O1)C2=CC3=C(C=C2)N=CN=C3NC4=CC(=C(C=C4)OCC5=CC(=CC=C5)F)Cl. Cell line: MOLT-4. Synergy scores: CSS=72.6, Synergy_ZIP=8.94, Synergy_Bliss=8.17, Synergy_Loewe=-18.9, Synergy_HSA=7.36. (4) Drug 1: C1=NC2=C(N1)C(=S)N=C(N2)N. Drug 2: CC=C1C(=O)NC(C(=O)OC2CC(=O)NC(C(=O)NC(CSSCCC=C2)C(=O)N1)C(C)C)C(C)C. Cell line: CCRF-CEM. Synergy scores: CSS=48.1, Synergy_ZIP=1.20, Synergy_Bliss=-0.442, Synergy_Loewe=-0.773, Synergy_HSA=1.05. (5) Drug 1: CC1=CC=C(C=C1)C2=CC(=NN2C3=CC=C(C=C3)S(=O)(=O)N)C(F)(F)F. Drug 2: C(CC(=O)O)C(=O)CN.Cl. Cell line: HL-60(TB). Synergy scores: CSS=-6.16, Synergy_ZIP=0.903, Synergy_Bliss=-3.29, Synergy_Loewe=-9.38, Synergy_HSA=-8.99.